This data is from Forward reaction prediction with 1.9M reactions from USPTO patents (1976-2016). The task is: Predict the product of the given reaction. (1) Given the reactants C([Mg]Cl)(C)C.[C:6]([O:10][C:11]([NH:13][C@H:14]([C:20]1[CH:25]=[CH:24][CH:23]=[C:22]([F:26])[CH:21]=1)[CH2:15][C:16]([O:18]C)=O)=[O:12])([CH3:9])([CH3:8])[CH3:7].Cl.[CH3:28][NH:29][O:30][CH3:31].[Cl-].[NH4+].Cl, predict the reaction product. The product is: [F:26][C:22]1[CH:21]=[C:20]([C@@H:14]([NH:13][C:11](=[O:12])[O:10][C:6]([CH3:7])([CH3:8])[CH3:9])[CH2:15][C:16]([N:29]([O:30][CH3:31])[CH3:28])=[O:18])[CH:25]=[CH:24][CH:23]=1. (2) Given the reactants C(=N[OH:9])C1C=CC=CC=1.[H-].[Na+].[Cl:12][C:13]1[CH:18]=[CH:17][C:16]([C:19]2([C:23](OCC)=[O:24])[CH2:22][CH2:21][CH2:20]2)=[C:15]([C:28]#[C:29][C:30]([O:32][CH2:33][CH3:34])=[O:31])[CH:14]=1, predict the reaction product. The product is: [Cl:12][C:13]1[CH:14]=[C:15]2[C:16](=[CH:17][CH:18]=1)[C:19]1([CH2:22][CH2:21][CH2:20]1)[C:23](=[O:24])[C:29]([C:30]([O:32][CH2:33][CH3:34])=[O:31])=[C:28]2[OH:9]. (3) Given the reactants [Na:1].[OH:2][CH:3]([C:8]1[CH:16]=[CH:15][CH:14]=[CH:13][C:9]=1[C:10]([O-:12])=[O:11])[CH2:4][CH2:5][CH2:6][CH3:7], predict the reaction product. The product is: [Na:1].[OH:2][CH:3]([C:8]1[CH:16]=[CH:15][CH:14]=[CH:13][C:9]=1[C:10]([O-:12])=[O:11])[CH2:4][CH2:5][CH2:6][CH3:7]. (4) Given the reactants C[O:2][C:3](=[O:43])[C@@H:4]([NH:32][C:33]([O:35][CH2:36][C:37]1[CH:42]=[CH:41][CH:40]=[CH:39][CH:38]=1)=[O:34])[CH2:5][NH:6][C:7]([CH:9]1[CH2:14][CH2:13][N:12]([C:15]2[CH:20]=[CH:19][CH:18]=[C:17]([NH:21][C:22]([NH:24][CH2:25][C:26]3[CH:31]=[CH:30][CH:29]=[CH:28][CH:27]=3)=[O:23])[CH:16]=2)[CH2:11][CH2:10]1)=[O:8].[OH-].[Na+].FC(F)(F)C(O)=O, predict the reaction product. The product is: [CH2:25]([NH:24][C:22]([NH:21][C:17]1[CH:16]=[C:15]([N:12]2[CH2:11][CH2:10][CH:9]([C:7]([NH:6][CH2:5][C@H:4]([NH:32][C:33]([O:35][CH2:36][C:37]3[CH:42]=[CH:41][CH:40]=[CH:39][CH:38]=3)=[O:34])[C:3]([OH:43])=[O:2])=[O:8])[CH2:14][CH2:13]2)[CH:20]=[CH:19][CH:18]=1)=[O:23])[C:26]1[CH:27]=[CH:28][CH:29]=[CH:30][CH:31]=1. (5) Given the reactants [Br:1][C:2]1[C:6]([C:7]([O:9][CH2:10][CH3:11])=[O:8])=[C:5](Br)[N:4]([CH3:13])[N:3]=1.[CH3:14][C:15]1([OH:21])[CH2:20][CH2:19][NH:18][CH2:17][CH2:16]1.O, predict the reaction product. The product is: [Br:1][C:2]1[C:6]([C:7]([O:9][CH2:10][CH3:11])=[O:8])=[C:5]([N:18]2[CH2:19][CH2:20][C:15]([OH:21])([CH3:14])[CH2:16][CH2:17]2)[N:4]([CH3:13])[N:3]=1. (6) Given the reactants [CH2:1]([O:5][C:6]1[C:7]([C:11]2[CH:12]=[N:13][CH:14]=[CH:15][CH:16]=2)=[N:8][NH:9][CH:10]=1)[CH2:2][CH:3]=[CH2:4].[CH3:17]SC1C(C2C=NC=CC=2)=NNC=1, predict the reaction product. The product is: [CH2:1]([O:5][C:6]1[C:7]([C:11]2[CH2:12][N:13]([CH3:17])[CH2:14][CH2:15][CH:16]=2)=[N:8][NH:9][CH:10]=1)[CH2:2][CH:3]=[CH2:4]. (7) Given the reactants [Br:1][C:2]1[CH:3]=[C:4](I)[CH:5]=[CH:6][CH:7]=1.C1(P(C2C=CC=CC=2)C2C=CC=CC=2)C=CC=CC=1.[CH2:28]([OH:31])[C:29]#[CH:30].C(N(C(C)C)CC)(C)C, predict the reaction product. The product is: [Br:1][C:2]1[CH:3]=[C:4]([C:30]#[C:29][CH2:28][OH:31])[CH:5]=[CH:6][CH:7]=1.